Predict the product of the given reaction. From a dataset of Forward reaction prediction with 1.9M reactions from USPTO patents (1976-2016). (1) Given the reactants Cl[C:2]1[CH:7]=[C:6]([O:8][CH2:9][C:10]([F:13])([F:12])[F:11])[C:5]([CH3:14])=[CH:4][C:3]=1[N+:15]([O-:17])=[O:16].[H-].[Na+].[CH3:20][OH:21], predict the reaction product. The product is: [CH3:20][O:21][C:2]1[CH:7]=[C:6]([O:8][CH2:9][C:10]([F:13])([F:12])[F:11])[C:5]([CH3:14])=[CH:4][C:3]=1[N+:15]([O-:17])=[O:16]. (2) Given the reactants Br[C:2]1[CH:14]=[C:13]2[C:5]([C:6]3[CH:7]=[CH:8][C:9]([C:22]([O:24][CH3:25])=[O:23])=[CH:10][C:11]=3[N:12]2[CH2:15][CH:16]2[CH2:21][CH2:20][O:19][CH2:18][CH2:17]2)=[C:4]([C:26](=[O:28])[NH2:27])[CH:3]=1.[CH3:29][C:30]1[C:34](B(O)O)=[C:33]([CH3:38])[O:32][N:31]=1.P([O-])([O-])([O-])=O.[K+].[K+].[K+], predict the reaction product. The product is: [C:26]([C:4]1[CH:3]=[C:2]([C:34]2[C:30]([CH3:29])=[N:31][O:32][C:33]=2[CH3:38])[CH:14]=[C:13]2[C:5]=1[C:6]1[CH:7]=[CH:8][C:9]([C:22]([O:24][CH3:25])=[O:23])=[CH:10][C:11]=1[N:12]2[CH2:15][CH:16]1[CH2:21][CH2:20][O:19][CH2:18][CH2:17]1)(=[O:28])[NH2:27]. (3) Given the reactants [O:1]([C:8]1[CH:30]=[CH:29][C:11]([O:12][C:13]2[C:14]3[N:21]([CH:22]4[CH2:28][C:24]5([CH2:27][NH:26][CH2:25]5)[CH2:23]4)[CH:20]=[CH:19][C:15]=3[N:16]=[CH:17][N:18]=2)=[CH:10][CH:9]=1)[C:2]1[CH:7]=[CH:6][CH:5]=[CH:4][CH:3]=1.C(=O)(O)[O-].[Na+].[C:36](Br)#[N:37], predict the reaction product. The product is: [O:1]([C:8]1[CH:30]=[CH:29][C:11]([O:12][C:13]2[C:14]3[N:21]([CH:22]4[CH2:23][C:24]5([CH2:25][N:26]([C:36]#[N:37])[CH2:27]5)[CH2:28]4)[CH:20]=[CH:19][C:15]=3[N:16]=[CH:17][N:18]=2)=[CH:10][CH:9]=1)[C:2]1[CH:7]=[CH:6][CH:5]=[CH:4][CH:3]=1. (4) The product is: [F:17][C:15]1([F:18])[CH2:16][N:11]2[C:10]([NH2:19])=[N:9][C:8]([C:20]3[CH:25]=[CH:24][C:23]([O:26][CH3:27])=[CH:22][CH:21]=3)([C:4]3[CH:5]=[CH:6][CH:7]=[C:2]([C:30]4[CH:29]=[N:28][CH:33]=[CH:32][CH:31]=4)[CH:3]=3)[C:12]2=[N:13][CH2:14]1. Given the reactants Br[C:2]1[CH:3]=[C:4]([C:8]2([C:20]3[CH:25]=[CH:24][C:23]([O:26][CH3:27])=[CH:22][CH:21]=3)[C:12]3=[N:13][CH2:14][C:15]([F:18])([F:17])[CH2:16][N:11]3[C:10]([NH2:19])=[N:9]2)[CH:5]=[CH:6][CH:7]=1.[N:28]1[CH:33]=[CH:32][CH:31]=[C:30](B(O)O)[CH:29]=1, predict the reaction product. (5) Given the reactants [O:1]1CCO[CH:2]1[CH2:6][N:7]1[C:16]2[C:11](=[CH:12][CH:13]=[C:14]([C:17]3[CH:22]=[CH:21][CH:20]=[CH:19][CH:18]=3)[CH:15]=2)[C:10]([CH3:23])=[CH:9][C:8]1=[O:24].FC(F)(F)C(O)=O.C(=O)([O-])O.[Na+], predict the reaction product. The product is: [CH3:23][C:10]1[C:11]2[C:16](=[CH:15][C:14]([C:17]3[CH:18]=[CH:19][CH:20]=[CH:21][CH:22]=3)=[CH:13][CH:12]=2)[N:7]([CH2:6][CH:2]=[O:1])[C:8](=[O:24])[CH:9]=1.